From a dataset of Full USPTO retrosynthesis dataset with 1.9M reactions from patents (1976-2016). Predict the reactants needed to synthesize the given product. Given the product [C:57]([O:61][C:55](=[O:40])[NH:52][C:8]1[CH:9]=[C:10]2[C:2]([I:1])=[N:3][N:4]([C:14]([C:27]3[CH:28]=[CH:29][CH:30]=[CH:31][CH:32]=3)([C:21]3[CH:22]=[CH:23][CH:24]=[CH:25][CH:26]=3)[C:15]3[CH:16]=[CH:17][CH:18]=[CH:19][CH:20]=3)[C:5]2=[CH:6][N:7]=1)([CH3:60])([CH3:59])[CH3:58], predict the reactants needed to synthesize it. The reactants are: [I:1][C:2]1[C:10]2[C:5](=[CH:6][N:7]=[C:8](C(O)=O)[CH:9]=2)[N:4]([C:14]([C:27]2[CH:32]=[CH:31][CH:30]=[CH:29][CH:28]=2)([C:21]2[CH:26]=[CH:25][CH:24]=[CH:23][CH:22]=2)[C:15]2[CH:20]=[CH:19][CH:18]=[CH:17][CH:16]=2)[N:3]=1.C1(P(N=[N+]=[N-])(C2C=CC=CC=2)=[O:40])C=CC=CC=1.C([N:52]([CH2:55]C)CC)C.[C:57]([OH:61])([CH3:60])([CH3:59])[CH3:58].